This data is from Experimentally validated miRNA-target interactions with 360,000+ pairs, plus equal number of negative samples. The task is: Binary Classification. Given a miRNA mature sequence and a target amino acid sequence, predict their likelihood of interaction. (1) The miRNA is hsa-miR-1976 with sequence CCUCCUGCCCUCCUUGCUGU. The protein sequence of the target gene is MESRSVAQAGVQWCDLGSLQAPPPGFTLFSCLSLLSSWDYSSGFSGFCASPIEESHGALISSCNSRTMTDGLVTFRDVAIDFSQEEWECLDPAQRDLYVDVMLENYSNLVSLDLESKTYETKKIFSENDIFEINFSQWEMKDKSKTLGLEASIFRNNWKCKSIFEGLKGHQEGYFSQMIISYEKIPSYRKSKSLTPHQRIHNTEKSYVCKECGKACSHGSKLVQHERTHTAEKHFECKECGKNYLSAYQLNVHQRFHTGEKPYECKECGKTFSWGSSLVKHERIHTGEKPYECKECGKAF.... Result: 1 (interaction). (2) The miRNA is hsa-miR-4695-3p with sequence UGAUCUCACCGCUGCCUCCUUC. The protein sequence of the target gene is MSSKVSRDTLYEAVREVLHGNQRKRRKFLETVELQISLKNYDPQKDKRFSGTVRLKSTPRPKFSVCVLGDQQHCDEAKAVDIPHMDIEALKKLNKNKKLVKKLAKKYDAFLASESLIKQIPRILGPGLNKAGKFPSLLTHNENMVAKVDEVKSTIKFQMKKVLCLAVAVGHVKMTDDELVYNIHLAVNFLVSLLKKNWQNVRALYIKSTMGKPQRLY. Result: 1 (interaction). (3) The miRNA is mmu-miR-205-5p with sequence UCCUUCAUUCCACCGGAGUCUG. The protein sequence of the target gene is MPKRKKQDQPPPLPQQQQHLALSERDEPGDEEDERPMGPPSLLGPPPMANGKPGDPKSAFHRGPPGSRGRMIPPLLSLPPPPRGRGYIRGGLGPRSSPYGRGWWGINAEPPFPGPGHGGPSRESFYKEARNPRRLRSWSLVKNTYPPKDSPQMMEDKSDRPVCRHFSKKGHCRYEDHCAFYHPGVNGPPL. Result: 0 (no interaction). (4) The miRNA is hsa-miR-203a-3p with sequence GUGAAAUGUUUAGGACCACUAG. The protein sequence of the target gene is MTEEVDFLGQDSDGGSEEVVLTPAELIERLEQAWMNEKFAPELLESKPEIVECVMEQLEHMEENLRRAKREDLKVSIHQMEMERIRYVLSSYLRCRLMKIEKFFPHVLEKEKTRPEGEPSSLSPEELAFAREFMANTESYLKNVALKHMPPNLQKVDLFRAVPKPDLDSYVFLRVRERQENILVEPDTDEQRDYVIDLEKGSQHLIRYKTIAPLVASGAVQLI. Result: 1 (interaction). (5) The miRNA is mmu-miR-208a-3p with sequence AUAAGACGAGCAAAAAGCUUGU. The protein sequence of the target gene is MMWRWSFLLLLLLLRHWALGKPSPDAGPHGQDRVHHGTPLSEAPHDDAHGNFQYDHEAFLGRDVAKEFDKLSPEESQARLGRIVDRMDLAGDSDGWVSLAELRAWIAHTQQRHIRDSVSAAWHTYDTDRDGRVGWEELRNATYGHYEPGEEFHDVEDAETYKKMLARDERRFRVADQDGDSMATREELTAFLHPEEFPHMRDIVVAETLEDLDKNKDGYVQVEEYIADLYSEEPGEEEPAWVQTERQQFREFRDLNKDGRLDGSEVGYWVLPPSQDQPLVEANHLLHESDTDKDGRLSKA.... Result: 0 (no interaction). (6) The protein sequence of the target gene is MNRAFSRKKDKTWMHTPEALSKHFIPYNAKFLGSTEVEQPKGTEVVRDAVRKLKFARHIKKSEGQKIPKVELQISIYGVKILEPKTKEVQHNCQLHRISFCADDKTDKRIFTFICKDSESNKHLCYVFDSEKCAEEITLTIGQAFDLAYRKFLESGGKDVETRKQIAGLQKRIQDLETENMELKNKVQDLENQLRITQVSAPPAGSMTPKSPSTDIFDMIPFSPISHQSSMPTRNGTQPPPVPSRSTEIKRDLFGAEPFDPFNCGAADFPPDIQSKLDEMQEGFKMGLTLEGTVFCLDPL.... The miRNA is hsa-miR-5011-5p with sequence UAUAUAUACAGCCAUGCACUC. Result: 1 (interaction). (7) The miRNA is hsa-miR-5011-5p with sequence UAUAUAUACAGCCAUGCACUC. The protein sequence of the target gene is MWGARRSSVSSSWNAASLLQLLLAALLAAGARASGEYCHGWLDAQGVWRIGFQCPERFDGGDATICCGSCALRYCCSSAEARLDQGGCDNDRQQGAGEPGRADKDGPDGSAVPIYVPFLIVGSVFVAFIILGSLVAACCCRCLRPKQDPQQSRAPGGNRLMETIPMIPSASTSRGSSSRQSSTAASSSSSANSGARAPPTRSQTNCCLPEGTMNNVYVNMPTNFSVLNCQQATQIVPHQGQYLHPPYVGYTVQHDSVPMTAVPPFMDGLQPGYRQIQSPFPHTNSEQKMYPAVTV. Result: 1 (interaction).